From a dataset of NCI-60 drug combinations with 297,098 pairs across 59 cell lines. Regression. Given two drug SMILES strings and cell line genomic features, predict the synergy score measuring deviation from expected non-interaction effect. Drug 1: C1=NC2=C(N1)C(=S)N=C(N2)N. Drug 2: CCCCC(=O)OCC(=O)C1(CC(C2=C(C1)C(=C3C(=C2O)C(=O)C4=C(C3=O)C=CC=C4OC)O)OC5CC(C(C(O5)C)O)NC(=O)C(F)(F)F)O. Cell line: HS 578T. Synergy scores: CSS=10.5, Synergy_ZIP=-4.47, Synergy_Bliss=-7.29, Synergy_Loewe=-7.45, Synergy_HSA=-7.58.